Dataset: Peptide-MHC class I binding affinity with 185,985 pairs from IEDB/IMGT. Task: Regression. Given a peptide amino acid sequence and an MHC pseudo amino acid sequence, predict their binding affinity value. This is MHC class I binding data. (1) The peptide sequence is NILVAGNLI. The MHC is HLA-B27:05 with pseudo-sequence HLA-B27:05. The binding affinity (normalized) is 0.0847. (2) The peptide sequence is AAAANAAAAAM. The MHC is H-2-Kb with pseudo-sequence H-2-Kb. The binding affinity (normalized) is 0.415. (3) The binding affinity (normalized) is 0.250. The peptide sequence is GNWFDLASW. The MHC is Mamu-B17 with pseudo-sequence Mamu-B17. (4) The peptide sequence is PLYIDISDVK. The MHC is HLA-A33:01 with pseudo-sequence HLA-A33:01. The binding affinity (normalized) is 0. (5) The MHC is Mamu-B08 with pseudo-sequence Mamu-B08. The binding affinity (normalized) is 0.961. The peptide sequence is YRRWIQLGL.